This data is from Experimentally validated miRNA-target interactions with 360,000+ pairs, plus equal number of negative samples. The task is: Binary Classification. Given a miRNA mature sequence and a target amino acid sequence, predict their likelihood of interaction. (1) Result: 1 (interaction). The protein sequence of the target gene is MLERLKAPWSAALQRKYFDLGIWTAPISPMALTMLNGLLIKDSSPPMLLHQVNKTAQLDTFNYQSCFMQSVFDHFPEILFIHRTYNPRGKVLYTFLVDGPRVQLEGHLARAVYFAIPAKEDTEGLAQMFQVFKKFNPAWERVCTILVDPHFLPLPILAMEFPTAEVLLSAFHICKFLQAKFYQLSLERPVERLLLTSLQSTMCSATAGNLRKLYTLLSNCIPPAKLPELHSHWLLNDRIWLAHRWRSRAESSHYFQSLEVTTHILSQFFGTTPSEKQGMASLFRYMQQNSADKANFNQGL.... The miRNA is hsa-miR-4690-5p with sequence GAGCAGGCGAGGCUGGGCUGAA. (2) The miRNA is rno-miR-15b-5p with sequence UAGCAGCACAUCAUGGUUUACA. The protein sequence of the target gene is MKRDRLGRFLSPGIARQRGGSGGGCGSGRTRGRPSRSGGTSADGAAAQLSWGSMTRSCGDTGDDGTDEAGAGRTLAMGHCRLCHGKFSSRSLRSISDRVPGETSERLSPGERVFIRDFQRLLGVAVHQDPALPQSVCKNCYTQFYQCHSLLRTFLQRVNVSPAGQRKPCTKVGVQPTTVAEEGACVADLIASSPRCLHGLVGWVHEHAVSCGSLPSLQRTLSSEYCGIIQAVWGCDQGHDFTMDTASSCRALFLDSALAVKWAWGKDLSPRLAQNSESNPTGAASRLCQARETQVGSETK.... Result: 0 (no interaction). (3) The miRNA is hsa-miR-4701-3p with sequence AUGGGUGAUGGGUGUGGUGU. The protein sequence of the target gene is MEIGGSGAPPPLLLLPLLLLLGTGLLPASSHIETRAHAEERLLKRLFSGYNKWSRPVANISDVVLVRFGLSIAQLIDVDEKNQMMTTNVWVKQEWHDYKLRWDPGDYENVTSIRIPSELIWRPDIVLYNNADGDFAVTHLTKAHLFYDGRVQWTPPAIYKSSCSIDVTFFPFDQQNCTMKFGSWTYDKAKIDLVSMHSRVDQLDFWESGEWVIVDAVGTYNTRKYECCAEIYPDITYAFIIRRLPLFYTINLIIPCLLISCLTVLVFYLPSECGEKVTLCISVLLSLTVFLLLITEIIPS.... Result: 0 (no interaction). (4) The miRNA is rno-miR-1-3p with sequence UGGAAUGUAAAGAAGUGUGUAU. The protein sequence of the target gene is MSSQGSPSVALSTTTVSSVAVQAGDSKIVIAVIKCGKWVQLQLAESQPNLLEIGSSQDETKKLLHDHELLLAKLKALEDRVWELLQEADKTAEENKDQSQVYDAMAETLGEAWAALVSMLERRTELLRLTSEFFENALEFAIKIDQAEDFLQNTHEFESAESLKSLLQLHEHHTKELLERSLALLNKSQQLTDFIEKFKCEGPNVNPELTQGAHSSCLKVDRLLELLQDRRRQLDKYLKQQWQELSQVLQICQWDQQENQVTCWFQKTIRNLQEQSLGSSLSDNEDRIHKQEELIIKAKE.... Result: 0 (no interaction).